From a dataset of Peptide-MHC class I binding affinity with 185,985 pairs from IEDB/IMGT. Regression. Given a peptide amino acid sequence and an MHC pseudo amino acid sequence, predict their binding affinity value. This is MHC class I binding data. (1) The peptide sequence is CTTIHYNYM. The MHC is Mamu-A01 with pseudo-sequence Mamu-A01. The binding affinity (normalized) is 0.676. (2) The peptide sequence is MPAYIRNTL. The MHC is HLA-B15:42 with pseudo-sequence HLA-B15:42. The binding affinity (normalized) is 0.213.